From a dataset of Reaction yield outcomes from USPTO patents with 853,638 reactions. Predict the reaction yield, written as a fraction of the theoretical maximum amount of product (1.0 means a 100% yield; for example, 0.34 means a 34% yield). (1) The reactants are [CH3:1][C:2]1[CH:20]=[CH:19][C:5]2[N:6]=[C:7]([O:9][C:10]3[CH:15]=[CH:14][C:13]([CH2:16][CH2:17]O)=[CH:12][CH:11]=3)[S:8][C:4]=2[CH:3]=1.CN(C1C=CC=CN=1)C.CCN(C(C)C)C(C)C.[CH3:39][S:40](Cl)(=[O:42])=[O:41]. The catalyst is C(Cl)Cl. The product is [CH3:39][S:40]([CH2:17][CH2:16][C:13]1[CH:14]=[CH:15][C:10]([O:9][C:7]2[S:8][C:4]3[CH:3]=[C:2]([CH3:1])[CH:20]=[CH:19][C:5]=3[N:6]=2)=[CH:11][CH:12]=1)(=[O:42])=[O:41]. The yield is 0.850. (2) The reactants are [CH3:1][N:2]1[C:6]([CH3:7])=[C:5]([C:8]([OH:10])=O)[CH:4]=[N:3]1.O1CCCC1.C(Cl)(=O)C(Cl)=O.[NH2:22][C:23]1[CH:24]=[C:25]([CH:42]=[CH:43][C:44]=1[F:45])[O:26][C:27]1[CH:28]=[CH:29][C:30]2[N:31]([CH:33]=[C:34]([NH:36][C:37]([CH:39]3[CH2:41][CH2:40]3)=[O:38])[N:35]=2)[N:32]=1. The catalyst is CN(C)C=O.CN1CCCC1=O. The product is [CH:39]1([C:37]([NH:36][C:34]2[N:35]=[C:30]3[CH:29]=[CH:28][C:27]([O:26][C:25]4[CH:42]=[CH:43][C:44]([F:45])=[C:23]([NH:22][C:8]([C:5]5[CH:4]=[N:3][N:2]([CH3:1])[C:6]=5[CH3:7])=[O:10])[CH:24]=4)=[N:32][N:31]3[CH:33]=2)=[O:38])[CH2:40][CH2:41]1. The yield is 0.470. (3) The reactants are [S:1]1[CH:5]=[CH:4][CH:3]=[C:2]1[C:6](Cl)=[O:7].[C:9]([O:13][C:14]([N:16]1[CH2:21][CH2:20][NH:19][CH2:18][CH2:17]1)=[O:15])([CH3:12])([CH3:11])[CH3:10]. The catalyst is CN(C1C=CN=CC=1)C.N1C=CC=CC=1. The product is [C:9]([O:13][C:14]([N:16]1[CH2:21][CH2:20][N:19]([C:6]([C:2]2[S:1][CH:5]=[CH:4][CH:3]=2)=[O:7])[CH2:18][CH2:17]1)=[O:15])([CH3:12])([CH3:10])[CH3:11]. The yield is 0.880. (4) The catalyst is C1COCC1. The yield is 0.422. The product is [Cl:1][C:2]1[CH:7]=[C:6]([C:8]([F:10])([F:11])[F:9])[CH:5]=[CH:4][C:3]=1[CH2:12][CH2:13][NH2:14]. The reactants are [Cl:1][C:2]1[CH:7]=[C:6]([C:8]([F:11])([F:10])[F:9])[CH:5]=[CH:4][C:3]=1/[CH:12]=[CH:13]/[N+:14]([O-])=O.[H-].[H-].[H-].[H-].[Li+].[Al+3]. (5) The product is [F:1][C:2]1[C:7]([N:8]2[C:16]([OH:24])=[CH:17][C:18]([C:19]([O:21][CH2:22][CH3:23])=[O:20])=[N:9]2)=[CH:6][CH:5]=[CH:4][N:3]=1. The catalyst is C(O)C. The reactants are [F:1][C:2]1[C:7]([NH:8][NH2:9])=[CH:6][CH:5]=[CH:4][N:3]=1.C(=O)([O-])[O-].[Na+].[Na+].[C:16](OCC)(=[O:24])[C:17]#[C:18][C:19]([O:21][CH2:22][CH3:23])=[O:20].Cl. The yield is 0.340. (6) The reactants are CN(C)C=O.[C:6]([Cl:11])(=O)C(Cl)=O.[NH:12]1[C:20]2[CH:19]=[CH:18][N:17]=[CH:16][C:15]=2[S:14]C1=S.C([O-])(O)=O.[Na+]. The catalyst is ClCCCl.O. The product is [Cl:11][C:6]1[S:14][C:15]2[CH:16]=[N:17][CH:18]=[CH:19][C:20]=2[N:12]=1. The yield is 0.870.